Dataset: Catalyst prediction with 721,799 reactions and 888 catalyst types from USPTO. Task: Predict which catalyst facilitates the given reaction. (1) Reactant: [NH:1]1[CH2:6][CH2:5][CH:4]([N:7]2[CH2:16][C:15]3[C:10](=[CH:11][CH:12]=[CH:13][CH:14]=3)[NH:9][C:8]2=[O:17])[CH2:3][CH2:2]1.[Br:18]Br. Product: [Br:18][C:13]1[CH:14]=[C:15]2[C:10](=[CH:11][CH:12]=1)[NH:9][C:8](=[O:17])[N:7]([CH:4]1[CH2:3][CH2:2][NH:1][CH2:6][CH2:5]1)[CH2:16]2. The catalyst class is: 699. (2) Reactant: Cl[CH2:2][CH2:3][CH2:4][N:5]1[C:10]2[CH:11]=[CH:12][CH:13]=[CH:14][C:9]=2[O:8][CH2:7][C:6]1=[O:15].C([O-])([O-])=O.[K+].[K+].[Na+].[I-].[CH2:24]([O:27][CH:28]1[CH2:33][CH2:32][NH:31][CH2:30][CH2:29]1)[CH2:25][CH3:26]. Product: [CH2:24]([O:27][CH:28]1[CH2:33][CH2:32][N:31]([CH2:2][CH2:3][CH2:4][N:5]2[C:10]3[CH:11]=[CH:12][CH:13]=[CH:14][C:9]=3[O:8][CH2:7][C:6]2=[O:15])[CH2:30][CH2:29]1)[CH2:25][CH3:26]. The catalyst class is: 243.